Predict the reactants needed to synthesize the given product. From a dataset of Full USPTO retrosynthesis dataset with 1.9M reactions from patents (1976-2016). (1) The reactants are: [F:1][C:2]1[CH:10]=[CH:9][C:5]([C:6]([OH:8])=[O:7])=[C:4]([C:11]([F:14])([F:13])[F:12])[CH:3]=1.C(OCC)(=O)C.S(Cl)(Cl)=O.F[C:26]1[CH:34]=CC(C(Cl)=O)=C(C(F)(F)F)[CH:27]=1. Given the product [F:1][C:2]1[CH:10]=[CH:9][C:5]([C:6]([O:8][CH:26]([CH3:34])[CH3:27])=[O:7])=[C:4]([C:11]([F:12])([F:13])[F:14])[CH:3]=1, predict the reactants needed to synthesize it. (2) Given the product [CH2:1]([O:8][C:9]1[CH:10]=[CH:11][CH:12]=[C:13]2[C:17]=1[N:16]([CH3:18])[CH:15]=[CH:14]2)[C:2]1[CH:7]=[CH:6][CH:5]=[CH:4][CH:3]=1, predict the reactants needed to synthesize it. The reactants are: [CH2:1]([O:8][C:9]1[CH:10]=[CH:11][CH:12]=[C:13]2[C:17]=1[NH:16][CH:15]=[CH:14]2)[C:2]1[CH:7]=[CH:6][CH:5]=[CH:4][CH:3]=1.[CH3:18]C1C2C(=CC=CC=2)NC=1.